Dataset: Forward reaction prediction with 1.9M reactions from USPTO patents (1976-2016). Task: Predict the product of the given reaction. (1) Given the reactants CO[C:3]([C:9]1[CH:14]=[CH:13][C:12]([O:15][C:16]2[CH:21]=[CH:20][CH:19]=[CH:18][CH:17]=2)=[CH:11][CH:10]=1)=[C:4]([C:7]#[N:8])[C:5]#[N:6].O.[NH2:23][NH2:24], predict the reaction product. The product is: [NH2:6][C:5]1[NH:24][N:23]=[C:3]([C:9]2[CH:14]=[CH:13][C:12]([O:15][C:16]3[CH:21]=[CH:20][CH:19]=[CH:18][CH:17]=3)=[CH:11][CH:10]=2)[C:4]=1[C:7]#[N:8]. (2) Given the reactants [C:1]([O:5][C@@H:6]([C:11]1[C:36]([CH3:37])=[CH:35][C:14]2[N:15]=[C:16]([C:18]3[CH:23]=[CH:22][N:21]=[C:20]([C:24]4[N:25]=[CH:26][C:27]5[N:32]([CH3:33])[N:31]=[C:30]([CH3:34])[C:28]=5[N:29]=4)[CH:19]=3)[S:17][C:13]=2[C:12]=1[C:38]1[CH:43]=[CH:42][C:41]([Cl:44])=[CH:40][CH:39]=1)[C:7]([O:9]C)=[O:8])([CH3:4])([CH3:3])[CH3:2].[OH-].[Na+].C(O)(=O)C.CN(C=O)C, predict the reaction product. The product is: [C:1]([O:5][C@@H:6]([C:11]1[C:36]([CH3:37])=[CH:35][C:14]2[N:15]=[C:16]([C:18]3[CH:23]=[CH:22][N:21]=[C:20]([C:24]4[N:25]=[CH:26][C:27]5[N:32]([CH3:33])[N:31]=[C:30]([CH3:34])[C:28]=5[N:29]=4)[CH:19]=3)[S:17][C:13]=2[C:12]=1[C:38]1[CH:39]=[CH:40][C:41]([Cl:44])=[CH:42][CH:43]=1)[C:7]([OH:9])=[O:8])([CH3:4])([CH3:2])[CH3:3]. (3) Given the reactants [F:1][CH2:2][C:3]([C:5]1[C:10]([N+:11]([O-:13])=[O:12])=[CH:9][CH:8]=[C:7]([O:14][CH3:15])[N:6]=1)=[O:4].CO[CH:18](OC)[N:19]([CH3:21])[CH3:20], predict the reaction product. The product is: [CH3:18][N:19]([CH3:21])[CH:20]=[C:2]([F:1])[C:3]([C:5]1[C:10]([N+:11]([O-:13])=[O:12])=[CH:9][CH:8]=[C:7]([O:14][CH3:15])[N:6]=1)=[O:4]. (4) The product is: [C:38]([OH:47])(=[O:46])[C@H:39]([C@@H:41]([C:43]([OH:45])=[O:44])[OH:42])[OH:40].[S:18]1[C:22]2[CH:23]=[CH:24][CH:25]=[CH:26][C:21]=2[CH:20]=[C:19]1[C:5]1[CH2:6][CH:7]2[N:2]([CH3:1])[CH:3]([CH2:9][CH2:8]2)[CH:4]=1. Given the reactants [CH3:1][N:2]1[CH:7]2[CH2:8][CH2:9][CH:3]1[CH:4]=[C:5](OS(C(F)(F)F)(=O)=O)[CH2:6]2.[S:18]1[C:22]2[CH:23]=[CH:24][CH:25]=[CH:26][C:21]=2[CH:20]=[C:19]1B(O)O.C(=O)([O-])[O-].[K+].[K+].[Cl-].[Li+].[C:38]([OH:47])(=[O:46])[C@H:39]([C@@H:41]([C:43]([OH:45])=[O:44])[OH:42])[OH:40], predict the reaction product. (5) Given the reactants [CH:1]1([NH:4][C:5]2[C:10]3[C:11]([C:14]([O:16][CH3:17])=[O:15])=[N:12][NH:13][C:9]=3[CH:8]=[CH:7][N:6]=2)[CH2:3][CH2:2]1.[Br:18][C:19]1[CH:20]=[C:21](B(O)O)[CH:22]=[CH:23][CH:24]=1, predict the reaction product. The product is: [Br:18][C:19]1[CH:24]=[C:23]([N:13]2[C:9]3[CH:8]=[CH:7][N:6]=[C:5]([NH:4][CH:1]4[CH2:2][CH2:3]4)[C:10]=3[C:11]([C:14]([O:16][CH3:17])=[O:15])=[N:12]2)[CH:22]=[CH:21][CH:20]=1.